Dataset: Full USPTO retrosynthesis dataset with 1.9M reactions from patents (1976-2016). Task: Predict the reactants needed to synthesize the given product. (1) Given the product [NH2:21][C:19]1[N:20]=[C:15]([C:4]2[CH:3]=[C:2]([F:1])[C:7]([CH:8]=[O:9])=[C:6]([F:10])[CH:5]=2)[CH:16]=[C:17]([N:22]([CH3:24])[CH3:23])[N:18]=1, predict the reactants needed to synthesize it. The reactants are: [F:1][C:2]1[CH:3]=[C:4](B(O)O)[CH:5]=[C:6]([F:10])[C:7]=1[CH:8]=[O:9].Cl[C:15]1[N:20]=[C:19]([NH2:21])[N:18]=[C:17]([N:22]([CH3:24])[CH3:23])[CH:16]=1. (2) Given the product [Br:2][C:3]1[CH:8]=[C:7]([F:9])[CH:6]=[C:5]2[C:4]=1[NH:10][C:18]1[CH:17]([CH2:16][C:15]([O:14][CH2:12][CH3:13])=[O:24])[CH2:22][CH2:21][CH2:20][C:19]2=1, predict the reactants needed to synthesize it. The reactants are: [Cl-].[Br:2][C:3]1[CH:8]=[C:7]([F:9])[CH:6]=[CH:5][C:4]=1[NH:10][NH3+].[CH2:12]([O:14][C:15](=[O:24])[CH2:16][CH:17]1[CH2:22][CH2:21][CH2:20][CH2:19][C:18]1=O)[CH3:13]. (3) The reactants are: [C:1]1([CH2:7][CH2:8][CH2:9][CH2:10][CH2:11][CH2:12][C:13]([C:15]2[N:19]=[C:18]([C:20]3[N:25]=[C:24]([C:26]([O:28]C)=[O:27])[CH:23]=[CH:22][CH:21]=3)[O:17][N:16]=2)=[O:14])[CH:6]=[CH:5][CH:4]=[CH:3][CH:2]=1. Given the product [C:1]1([CH2:7][CH2:8][CH2:9][CH2:10][CH2:11][CH2:12][C:13]([C:15]2[N:19]=[C:18]([C:20]3[N:25]=[C:24]([C:26]([OH:28])=[O:27])[CH:23]=[CH:22][CH:21]=3)[O:17][N:16]=2)=[O:14])[CH:6]=[CH:5][CH:4]=[CH:3][CH:2]=1, predict the reactants needed to synthesize it. (4) Given the product [NH2:15][C:13]1[CH:12]=[C:11]([NH:18][C:19](=[O:21])[CH3:20])[CH:10]=[C:9]([C:6]2[CH:5]=[CH:4][C:3]([O:2][CH3:1])=[CH:8][CH:7]=2)[CH:14]=1, predict the reactants needed to synthesize it. The reactants are: [CH3:1][O:2][C:3]1[CH:8]=[CH:7][C:6]([C:9]2[CH:14]=[C:13]([N+:15]([O-])=O)[CH:12]=[C:11]([NH:18][C:19](=[O:21])[CH3:20])[CH:10]=2)=[CH:5][CH:4]=1.[Cl-].[Ca+2].[Cl-]. (5) Given the product [CH2:14]([N:11]1[C:6]2=[N:7][C:8]([CH2:9][CH3:10])=[C:3]([CH2:2][NH:1][C:30]([C:29]3[CH:28]=[C:27]([CH:35]=[CH:34][CH:33]=3)[C:25]([O:24][CH3:23])=[O:26])=[O:31])[C:4]([NH:16][CH:17]3[CH2:18][CH2:19][O:20][CH2:21][CH2:22]3)=[C:5]2[CH:13]=[N:12]1)[CH3:15], predict the reactants needed to synthesize it. The reactants are: [NH2:1][CH2:2][C:3]1[C:8]([CH2:9][CH3:10])=[N:7][C:6]2[N:11]([CH2:14][CH3:15])[N:12]=[CH:13][C:5]=2[C:4]=1[NH:16][CH:17]1[CH2:22][CH2:21][O:20][CH2:19][CH2:18]1.[CH3:23][O:24][C:25]([C:27]1[CH:28]=[C:29]([CH:33]=[CH:34][CH:35]=1)[C:30](O)=[O:31])=[O:26].CN(C(ON1N=NC2C=CC=CC1=2)=[N+](C)C)C.F[P-](F)(F)(F)(F)F.CCN(C(C)C)C(C)C. (6) Given the product [Br:1][C:2]1[C:3]([Cl:31])=[C:4]([C:8]2[O:9][C:10]3[C:15]([C:16](=[O:18])[CH:17]=2)=[C:14]([OH:19])[CH:13]=[C:12]([OH:21])[C:11]=3[C@@H:23]2[CH2:27][CH2:26][N:25]([CH3:28])[C@H:24]2[CH2:29][OH:30])[CH:5]=[CH:6][CH:7]=1, predict the reactants needed to synthesize it. The reactants are: [Br:1][C:2]1[C:3]([Cl:31])=[C:4]([C:8]2[O:9][C:10]3[C:15]([C:16](=[O:18])[CH:17]=2)=[C:14]([O:19]C)[CH:13]=[C:12]([O:21]C)[C:11]=3[C@@H:23]2[CH2:27][CH2:26][N:25]([CH3:28])[C@H:24]2[CH2:29][OH:30])[CH:5]=[CH:6][CH:7]=1.Cl.N1C=CC=CC=1.C([O-])([O-])=O.[Na+].[Na+]. (7) Given the product [O:1]1[CH2:6][CH2:5][N:4]([CH2:7][CH2:8][CH2:9][NH:10][C:11]2[CH:16]=[CH:15][C:14]([CH2:17][CH:18]([O:24][CH2:25][CH3:26])[C:19]([OH:21])=[O:20])=[CH:13][CH:12]=2)[C:3]2[CH:27]=[CH:28][CH:29]=[CH:30][C:2]1=2, predict the reactants needed to synthesize it. The reactants are: [O:1]1[CH2:6][CH2:5][N:4]([CH2:7][CH2:8][CH2:9][NH:10][C:11]2[CH:16]=[CH:15][C:14]([CH2:17][CH:18]([O:24][CH2:25][CH3:26])[C:19]([O:21]CC)=[O:20])=[CH:13][CH:12]=2)[C:3]2[CH:27]=[CH:28][CH:29]=[CH:30][C:2]1=2.O.[OH-].[Li+]. (8) Given the product [Cl:1][C:2]1[CH:10]=[CH:9][CH:8]=[C:7]2[C:3]=1[C:4]([CH:14]([C:4]1[C:3]3[C:7](=[CH:8][CH:9]=[CH:10][C:2]=3[Cl:1])[NH:6][CH:5]=1)[C:13]1[CH:16]=[CH:17][C:18]([F:20])=[CH:19][C:12]=1[F:11])=[CH:5][NH:6]2, predict the reactants needed to synthesize it. The reactants are: [Cl:1][C:2]1[CH:10]=[CH:9][CH:8]=[C:7]2[C:3]=1[CH:4]=[CH:5][NH:6]2.[F:11][C:12]1[CH:19]=[C:18]([F:20])[CH:17]=[CH:16][C:13]=1[CH:14]=O.